From a dataset of Full USPTO retrosynthesis dataset with 1.9M reactions from patents (1976-2016). Predict the reactants needed to synthesize the given product. (1) Given the product [CH3:1][C@@H:2]1[NH:3][CH2:4][CH2:5][N:6]([CH2:8][C:9]2[CH:14]=[CH:13][C:12]([C:15]([NH:16][C@H:17]3[C@H:22]4[C@@H:18]3[O:19][C:20]3[CH:26]=[CH:25][C:24]([O:27][C:28]5[C:37]6[CH2:36][CH2:35][C:34](=[O:38])[NH:33][C:32]=6[N:31]=[CH:30][CH:29]=5)=[CH:23][C:21]=34)=[O:39])=[CH:11][C:10]=2[C:40]([F:42])([F:41])[F:43])[CH2:7]1, predict the reactants needed to synthesize it. The reactants are: [CH3:1][C@H:2]1[CH2:7][N:6]([CH2:8][C:9]2[CH:14]=[CH:13][C:12]([C:15](=[O:39])[NH:16][C@H:17]3[C@H:22]4[C@@H:18]3[O:19][C:20]3[CH:26]=[CH:25][C:24]([O:27][C:28]5[C:37]6[CH2:36][CH2:35][C:34](=[O:38])[NH:33][C:32]=6[N:31]=[CH:30][CH:29]=5)=[CH:23][C:21]=34)=[CH:11][C:10]=2[C:40]([F:43])([F:42])[F:41])[CH2:5][CH2:4][N:3]1C(OC(C)(C)C)=O.CC(=O)OCC. (2) Given the product [I:31][C:32]1[CH:38]=[CH:37][C:35]([N:36]2[CH2:13][CH2:12][C:6]3([CH2:7][CH2:8][N:9]([S:25]([C:20]4[CH:21]=[CH:22][CH:23]=[CH:24][C:19]=4[O:18][C:17]([F:30])([F:29])[F:16])(=[O:27])=[O:26])[CH2:10][CH2:11]3)[C:4]2=[O:5])=[CH:34][CH:33]=1, predict the reactants needed to synthesize it. The reactants are: C(O[C:4]([C:6]1([CH2:12][CH2:13]OC)[CH2:11][CH2:10][NH:9][CH2:8][CH2:7]1)=[O:5])C.[F:16][C:17]([F:30])([F:29])[O:18][C:19]1[CH:24]=[CH:23][CH:22]=[CH:21][C:20]=1[S:25](Cl)(=[O:27])=[O:26].[I:31][C:32]1[CH:38]=[CH:37][C:35]([NH2:36])=[CH:34][CH:33]=1.